From a dataset of Forward reaction prediction with 1.9M reactions from USPTO patents (1976-2016). Predict the product of the given reaction. Given the reactants F[C:2]1[CH:3]=[C:4]([CH2:12][C:13]([OH:15])=[O:14])[CH:5]=[C:6]([C:8]([F:11])([F:10])[F:9])[CH:7]=1.[CH2:16]([OH:23])[C:17]1[CH:22]=[CH:21][CH:20]=[CH:19][CH:18]=1, predict the reaction product. The product is: [CH2:16]([O:23][C:2]1[CH:3]=[C:4]([CH2:12][C:13]([OH:15])=[O:14])[CH:5]=[C:6]([C:8]([F:11])([F:10])[F:9])[CH:7]=1)[C:17]1[CH:22]=[CH:21][CH:20]=[CH:19][CH:18]=1.